This data is from Full USPTO retrosynthesis dataset with 1.9M reactions from patents (1976-2016). The task is: Predict the reactants needed to synthesize the given product. Given the product [CH3:8][C:9]1[N:10]=[C:11]([CH3:38])[N:12]2[C:17]=1[C:16]([O:18][C:19]1[CH:24]=[C:23]([O:25][CH3:26])[C:22]([O:27][CH3:28])=[C:21]([O:29][CH3:30])[CH:20]=1)=[N:15][C:14]([C:31]1[CH:37]=[CH:36][C:34]([N:2]([CH2:1][CH3:40])[CH2:5][CH3:6])=[CH:33][CH:32]=1)=[N:13]2, predict the reactants needed to synthesize it. The reactants are: [C:1]([BH3-])#[N:2].[Na+].[CH:5](=O)[CH3:6].[CH3:8][C:9]1[N:10]=[C:11]([CH3:38])[N:12]2[C:17]=1[C:16]([O:18][C:19]1[CH:24]=[C:23]([O:25][CH3:26])[C:22]([O:27][CH3:28])=[C:21]([O:29][CH3:30])[CH:20]=1)=[N:15][C:14]([C:31]1[CH:37]=[CH:36][C:34](N)=[CH:33][CH:32]=1)=[N:13]2.Cl.[CH3:40]O.